From a dataset of Reaction yield outcomes from USPTO patents with 853,638 reactions. Predict the reaction yield, written as a fraction of the theoretical maximum amount of product (1.0 means a 100% yield; for example, 0.34 means a 34% yield). (1) The reactants are [CH3:1][S:2]([OH:5])(=[O:4])=[O:3].[CH3:6][C:7]1[C:8]([CH2:14][O:15][C:16]2[CH:21]=[CH:20][C:19]([C:22]3[C:23](=[O:37])[C:24]([CH3:36])([CH3:35])[O:25][C:26]=3[C:27]3[CH:32]=[CH:31][C:30]([O:33][CH3:34])=[CH:29][CH:28]=3)=[CH:18][CH:17]=2)=[N:9][CH:10]=[C:11]([CH3:13])[CH:12]=1. The catalyst is C(Cl)Cl.C(OCC)C. The product is [CH3:1][S:2]([OH:5])(=[O:4])=[O:3].[CH3:6][C:7]1[C:8]([CH2:14][O:15][C:16]2[CH:17]=[CH:18][C:19]([C:22]3[C:23](=[O:37])[C:24]([CH3:35])([CH3:36])[O:25][C:26]=3[C:27]3[CH:32]=[CH:31][C:30]([O:33][CH3:34])=[CH:29][CH:28]=3)=[CH:20][CH:21]=2)=[N:9][CH:10]=[C:11]([CH3:13])[CH:12]=1. The yield is 0.870. (2) The reactants are Br[C:2]1[C:3]2[C:4]3[CH2:15][CH2:14][N:13]([C:16]([O:18]C(C)(C)C)=O)[CH2:12][CH2:11][C:5]=3[NH:6][C:7]=2[CH:8]=[CH:9][CH:10]=1.[CH2:23]([CH2:26][O:27][CH3:28])OC.C([O-])([O-])=O.[Na+].[Na+]. The catalyst is C1C=CC([P]([Pd]([P](C2C=CC=CC=2)(C2C=CC=CC=2)C2C=CC=CC=2)([P](C2C=CC=CC=2)(C2C=CC=CC=2)C2C=CC=CC=2)[P](C2C=CC=CC=2)(C2C=CC=CC=2)C2C=CC=CC=2)(C2C=CC=CC=2)C2C=CC=CC=2)=CC=1.C(OCC)(=O)C.CCCCCC. The product is [C:16]([N:13]1[CH2:14][CH2:15][C:4]2[C:3]3[C:2]([C:23]4[CH:11]=[CH:5][CH:4]=[CH:15][C:26]=4[O:27][CH3:28])=[CH:10][CH:9]=[CH:8][C:7]=3[NH:6][C:5]=2[CH2:11][CH2:12]1)(=[O:18])[C:2]1[CH:3]=[CH:7][CH:8]=[CH:9][CH:10]=1. The yield is 0.820. (3) The product is [N:23]1[CH:22]=[CH:21][N:19]2[CH:20]=[C:15]([N:10]3[CH2:11][CH2:12][N:8]([C:3]4[CH:4]=[N:5][CH:6]=[CH:7][C:2]=4[CH3:1])[C:9]3=[O:13])[CH:16]=[CH:17][C:18]=12. The yield is 0.444. The reactants are [CH3:1][C:2]1[CH:7]=[CH:6][N:5]=[CH:4][C:3]=1[N:8]1[CH2:12][CH2:11][NH:10][C:9]1=[O:13].Br[C:15]1[CH:16]=[CH:17][C:18]2[N:19]([CH:21]=[CH:22][N:23]=2)[CH:20]=1.N[C@@H]1CCCC[C@H]1N.P([O-])([O-])([O-])=O.[K+].[K+].[K+]. The catalyst is [Cu](I)I.O1CCOCC1.